Dataset: Forward reaction prediction with 1.9M reactions from USPTO patents (1976-2016). Task: Predict the product of the given reaction. Given the reactants [Cl:1][C:2]1[CH:7]=[CH:6][C:5]([CH:8]([C:13]([C:15]2[CH:20]=[CH:19][CH:18]=[C:17]([I:21])[C:16]=2F)=O)[CH2:9][CH2:10][C:11]#[N:12])=[C:4]([F:23])[CH:3]=1.[NH2:24][NH2:25], predict the reaction product. The product is: [Cl:1][C:2]1[CH:7]=[CH:6][C:5]([CH:8]([C:13]2[C:15]3[C:16](=[C:17]([I:21])[CH:18]=[CH:19][CH:20]=3)[NH:25][N:24]=2)[CH2:9][CH2:10][C:11]#[N:12])=[C:4]([F:23])[CH:3]=1.